From a dataset of Reaction yield outcomes from USPTO patents with 853,638 reactions. Predict the reaction yield, written as a fraction of the theoretical maximum amount of product (1.0 means a 100% yield; for example, 0.34 means a 34% yield). (1) The reactants are [CH2:1]([O:5][C:6]1[CH:10]=[C:9]([CH2:11][CH2:12][S:13]([NH2:16])(=[O:15])=[O:14])[N:8]([CH2:17][C:18]2[CH:23]=[CH:22][C:21]([Cl:24])=[CH:20][C:19]=2[Cl:25])[N:7]=1)[CH2:2][CH2:3][CH3:4].C(N(CC)C(C)C)(C)C.Cl[C:36]([O:38][CH2:39][CH2:40][CH2:41][CH2:42][CH3:43])=[O:37]. The catalyst is CN(C)C1C=CN=CC=1.CN(C)C(=O)C. The product is [CH2:1]([O:5][C:6]1[CH:10]=[C:9]([CH2:11][CH2:12][S:13]([NH:16][C:36](=[O:37])[O:38][CH2:39][CH2:40][CH2:41][CH2:42][CH3:43])(=[O:14])=[O:15])[N:8]([CH2:17][C:18]2[CH:23]=[CH:22][C:21]([Cl:24])=[CH:20][C:19]=2[Cl:25])[N:7]=1)[CH2:2][CH2:3][CH3:4]. The yield is 0.650. (2) The reactants are [F:1][C:2]1([F:16])[CH2:5][C:4]([C:9]2[CH:14]=[CH:13][C:12]([F:15])=[CH:11][CH:10]=2)(C(O)=O)[CH2:3]1.C1C=CC(P([N:31]=[N+]=[N-])(C2C=CC=CC=2)=O)=CC=1.[Cl:34][C:35]1[CH:36]=[C:37]([C:42]2[C:50]([C:51]([NH2:53])=[O:52])=[C:45]3[CH2:46][NH:47][CH2:48][CH2:49][N:44]3[N:43]=2)[CH:38]=[CH:39][C:40]=1[F:41].C1[CH2:58][O:57]CC1. The catalyst is C1(C)C=CC=CC=1.C(OCC)(=O)C. The product is [Cl:34][C:35]1[CH:36]=[C:37]([C:42]2[C:50]([C:51]([NH2:53])=[O:52])=[C:45]3[CH2:46][N:47]([C:58]([NH:31][C:4]4([C:9]5[CH:10]=[CH:11][C:12]([F:15])=[CH:13][CH:14]=5)[CH2:3][C:2]([F:1])([F:16])[CH2:5]4)=[O:57])[CH2:48][CH2:49][N:44]3[N:43]=2)[CH:38]=[CH:39][C:40]=1[F:41]. The yield is 0.750. (3) The reactants are [CH:1]1([C@H:7]([NH:12][C:13]([C:15]2[CH:19]=[C:18]([C:20]3[CH:25]=[CH:24][CH:23]=[C:22]([O:26][CH3:27])[CH:21]=3)[S:17][C:16]=2[NH:28][C:29]([NH:31][C:32]2[C:37]([Cl:38])=[CH:36][CH:35]=[CH:34][C:33]=2[Cl:39])=[O:30])=[O:14])[C:8]([O:10]C)=[O:9])[CH2:6][CH2:5][CH2:4][CH2:3][CH2:2]1.[OH-].[Li+]. The catalyst is C1COCC1. The product is [CH:1]1([C@H:7]([NH:12][C:13]([C:15]2[CH:19]=[C:18]([C:20]3[CH:25]=[CH:24][CH:23]=[C:22]([O:26][CH3:27])[CH:21]=3)[S:17][C:16]=2[NH:28][C:29]([NH:31][C:32]2[C:33]([Cl:39])=[CH:34][CH:35]=[CH:36][C:37]=2[Cl:38])=[O:30])=[O:14])[C:8]([OH:10])=[O:9])[CH2:6][CH2:5][CH2:4][CH2:3][CH2:2]1. The yield is 0.640. (4) The reactants are [CH3:1][N:2]1[CH2:7][CH2:6][N:5]([C:8]([C:10]2[O:14][C:13]([C:15]3[CH:24]=[N:23][C:22]4[C:21]([N:25]5[CH2:30][CH2:29][O:28][CH2:27][CH2:26]5)=[N:20][C:19]([C:31]5[CH:32]=[N:33][C:34]([NH:37]C(=O)OC(C)(C)C)=[N:35][CH:36]=5)=[N:18][C:17]=4[CH:16]=3)=[CH:12][CH:11]=2)=[O:9])[CH2:4][CH2:3]1.FC(F)(F)C(O)=O.C(=O)(O)[O-].[Na+]. The catalyst is C(Cl)Cl. The product is [NH2:37][C:34]1[N:33]=[CH:32][C:31]([C:19]2[N:20]=[C:21]([N:25]3[CH2:30][CH2:29][O:28][CH2:27][CH2:26]3)[C:22]3[N:23]=[CH:24][C:15]([C:13]4[O:14][C:10]([C:8]([N:5]5[CH2:4][CH2:3][N:2]([CH3:1])[CH2:7][CH2:6]5)=[O:9])=[CH:11][CH:12]=4)=[CH:16][C:17]=3[N:18]=2)=[CH:36][N:35]=1. The yield is 0.200. (5) The reactants are [N@:1]1([C:8]([O:10][CH2:11][C:12]2[CH:17]=[CH:16][CH:15]=[CH:14][CH:13]=2)=[O:9])[CH2:3][CH:2]1[C:4]([O:6][CH3:7])=[O:5].[C:18]1([CH:24]([OH:26])[CH3:25])[CH:23]=[CH:22][CH:21]=[CH:20][CH:19]=1.B(F)(F)F.CCOCC. The catalyst is ClCCl. The product is [CH3:7][O:6][C:4](=[O:5])[CH:2]([NH:1][C:8]([O:10][CH2:11][C:12]1[CH:13]=[CH:14][CH:15]=[CH:16][CH:17]=1)=[O:9])[CH2:3][O:26][CH:24]([C:18]1[CH:23]=[CH:22][CH:21]=[CH:20][CH:19]=1)[CH3:25]. The yield is 0.470. (6) The product is [CH2:20]([O:22][C:23]1[CH:24]=[C:25]([NH:26][CH:2]([C:14]2[CH:19]=[CH:18][CH:17]=[CH:16][CH:15]=2)[C:3]([C:5]2[C:13]3[C:8](=[CH:9][CH:10]=[CH:11][CH:12]=3)[NH:7][CH:6]=2)=[O:4])[CH:27]=[CH:28][CH:29]=1)[CH3:21]. The reactants are Cl[CH:2]([C:14]1[CH:19]=[CH:18][CH:17]=[CH:16][CH:15]=1)[C:3]([C:5]1[C:13]2[C:8](=[CH:9][CH:10]=[CH:11][CH:12]=2)[NH:7][CH:6]=1)=[O:4].[CH2:20]([O:22][C:23]1[CH:24]=[C:25]([CH:27]=[CH:28][CH:29]=1)[NH2:26])[CH3:21].CCN(C(C)C)C(C)C. The yield is 0.150. The catalyst is CN(C=O)C. (7) The reactants are Br[C:2]1[CH:3]=[C:4]([NH:8][C:9]2[C:18]3[C:13](=[CH:14][CH:15]=[CH:16][CH:17]=3)[N:12]=[C:11]([CH3:19])[CH:10]=2)[CH:5]=[CH:6][CH:7]=1.[C:20]([O-:23])(O)=O.[Na+]. The catalyst is C1(C)C=CC=CC=1.CCO. The product is [CH3:19][C:11]1[CH:10]=[C:9]([NH:8][C:4]2[CH:3]=[C:2]([C:2]3[CH:3]=[CH:4][CH:5]=[C:6]([CH:20]=[O:23])[CH:7]=3)[CH:7]=[CH:6][CH:5]=2)[C:18]2[C:13](=[CH:14][CH:15]=[CH:16][CH:17]=2)[N:12]=1. The yield is 0.689.